Dataset: Retrosynthesis with 50K atom-mapped reactions and 10 reaction types from USPTO. Task: Predict the reactants needed to synthesize the given product. (1) The reactants are: BrCCC1CCOc2ccccc21.COc1cc(OC)cc(N2CCNCC2)c1. Given the product COc1cc(OC)cc(N2CCN(CCC3CCOc4ccccc43)CC2)c1, predict the reactants needed to synthesize it. (2) Given the product COC(=O)c1ccc2ccc(-c3ccc(OCc4c(CCc5c(Cl)cccc5Cl)noc4C(C)C)cc3)cc2c1, predict the reactants needed to synthesize it. The reactants are: CC(C)c1onc(CCc2c(Cl)cccc2Cl)c1CO.COC(=O)c1ccc2ccc(-c3ccc(O)cc3)cc2c1.